This data is from Catalyst prediction with 721,799 reactions and 888 catalyst types from USPTO. The task is: Predict which catalyst facilitates the given reaction. (1) Reactant: [C:1]([O:4][CH2:5][C@@H:6]1[C@@H:11]([O:12][C:13](=[O:15])[CH3:14])[C@H:10]([OH:16])[C@H:9]([OH:17])[C@@H:8]([C:18]2[CH:23]=[CH:22][CH:21]=[C:20]([Br:24])[CH:19]=2)[O:7]1)(=[O:3])[CH3:2].N1[CH:30]=[CH:29]C=CC=1.[C:31](OC(=O)C)(=[O:33])[CH3:32].Cl.[OH2:39]. Product: [C:1]([O:4][CH2:5][C@@H:6]1[C@@H:11]([O:12][C:13](=[O:15])[CH3:14])[C@H:10]([O:16][C:31](=[O:33])[CH3:32])[C@H:9]([O:17][C:29](=[O:39])[CH3:30])[C@@H:8]([C:18]2[CH:23]=[CH:22][CH:21]=[C:20]([Br:24])[CH:19]=2)[O:7]1)(=[O:3])[CH3:2]. The catalyst class is: 143. (2) Reactant: [CH3:1][O:2][CH2:3][CH2:4][CH2:5][OH:6].[C:7]1([CH3:17])[CH:12]=[CH:11][C:10]([S:13](Cl)(=[O:15])=[O:14])=[CH:9][CH:8]=1. Product: [S:13]([C:10]1[CH:11]=[CH:12][C:7]([CH3:17])=[CH:8][CH:9]=1)([O:6][CH2:5][CH2:4][CH2:3][O:2][CH3:1])(=[O:15])=[O:14]. The catalyst class is: 17. (3) Reactant: [NH2:1][CH2:2][CH2:3][OH:4].[CH3:5][Si:6]([CH3:21])([CH2:15][CH2:16][Si:17]([CH3:20])([CH3:19])[CH3:18])[CH2:7][CH2:8][CH2:9][O:10][CH2:11][CH:12]1[CH2:14][O:13]1. Product: [CH3:5][Si:6]([CH3:21])([CH2:15][CH2:16][Si:17]([CH3:20])([CH3:19])[CH3:18])[CH2:7][CH2:8][CH2:9][O:10][CH2:11][CH:12]([OH:13])[CH2:14][NH:1][CH2:2][CH2:3][OH:4]. The catalyst class is: 8. (4) Product: [C:11]1([S:10][CH:9]=[C:43]([C:38]2[CH:39]=[C:40]([Cl:42])[CH:41]=[C:36]([Cl:35])[CH:37]=2)[C:44]([F:47])([F:46])[F:45])[CH:12]=[CH:13][CH:14]=[CH:15][CH:16]=1. The catalyst class is: 11. Reactant: [Cl-].C1([P+](C2C=CC=CC=2)(C2C=CC=CC=2)[CH2:9][S:10][C:11]2[CH:16]=[CH:15][CH:14]=[CH:13][CH:12]=2)C=CC=CC=1.C(=O)([O-])[O-].[K+].[K+].[Cl:35][C:36]1[CH:37]=[C:38]([C:43](=O)[C:44]([F:47])([F:46])[F:45])[CH:39]=[C:40]([Cl:42])[CH:41]=1.O. (5) Reactant: [CH:1]1[C:13]2[CH:12]([CH2:14][O:15][C:16]([NH:18][C@@H:19]([CH:70]([CH3:72])[CH3:71])[C:20]([NH:22][C@@H:23]([CH3:69])[C:24]([NH:26][C:27]3[CH:32]=[CH:31][C:30]([C:33]4[CH2:34][CH:35]5[C@H:41]([OH:42])[N:40]([C:43]([O:45][C:46]([CH3:49])([CH3:48])[CH3:47])=[O:44])[C:39]6[CH:50]=[C:51]([O:56][Si:57]([CH:64]([CH3:66])[CH3:65])([CH:61]([CH3:63])[CH3:62])[CH:58]([CH3:60])[CH3:59])[C:52]([O:54][CH3:55])=[CH:53][C:38]=6[C:37](=[O:67])[N:36]5[CH:68]=4)=[CH:29][CH:28]=3)=[O:25])=[O:21])=[O:17])[C:11]3[C:6](=[CH:7][CH:8]=[CH:9][CH:10]=3)[C:5]=2[CH:4]=[CH:3][CH:2]=1.N1C(C)=CC=CC=1C.[Si:81](OS(C(F)(F)F)(=O)=O)([C:84]([CH3:87])([CH3:86])[CH3:85])([CH3:83])[CH3:82]. Product: [CH:10]1[C:11]2[CH:12]([CH2:14][O:15][C:16]([NH:18][C@@H:19]([CH:70]([CH3:72])[CH3:71])[C:20]([NH:22][C@@H:23]([CH3:69])[C:24]([NH:26][C:27]3[CH:28]=[CH:29][C:30]([C:33]4[CH2:34][CH:35]5[C@H:41]([O:42][Si:81]([C:84]([CH3:87])([CH3:86])[CH3:85])([CH3:83])[CH3:82])[N:40]([C:43]([O:45][C:46]([CH3:47])([CH3:48])[CH3:49])=[O:44])[C:39]6[CH:50]=[C:51]([O:56][Si:57]([CH:58]([CH3:59])[CH3:60])([CH:61]([CH3:62])[CH3:63])[CH:64]([CH3:66])[CH3:65])[C:52]([O:54][CH3:55])=[CH:53][C:38]=6[C:37](=[O:67])[N:36]5[CH:68]=4)=[CH:31][CH:32]=3)=[O:25])=[O:21])=[O:17])[C:13]3[C:5](=[CH:4][CH:3]=[CH:2][CH:1]=3)[C:6]=2[CH:7]=[CH:8][CH:9]=1. The catalyst class is: 2. (6) Reactant: [CH3:1][C:2]1[N:3]=[C:4]([CH2:22][CH2:23][C:24]([F:27])([F:26])[F:25])[N:5]([C:7]2[C:12]([N+:13]([O-])=O)=[CH:11][CH:10]=[C:9]([O:16][CH2:17][C:18]([F:21])([F:20])[F:19])[N:8]=2)[CH:6]=1.C1COCC1.C([O-])=O.[NH4+]. Product: [CH3:1][C:2]1[N:3]=[C:4]([CH2:22][CH2:23][C:24]([F:27])([F:26])[F:25])[N:5]([C:7]2[C:12]([NH2:13])=[CH:11][CH:10]=[C:9]([O:16][CH2:17][C:18]([F:19])([F:21])[F:20])[N:8]=2)[CH:6]=1. The catalyst class is: 43. (7) Reactant: C(OC(=O)[C:5]1[CH:10]=[CH:9][CH:8]=[CH:7][C:6]=1[C:11](=[O:18])[C:12]1[CH:17]=[CH:16][CH:15]=[CH:14][CH:13]=1)C.C[C:21](C)([O-:23])C.[K+].[CH3:26][CH:27]([CH3:31])[C:28](=[O:30])[CH3:29]. Product: [C:11]([C:6]1[CH:5]=[CH:10][C:9]([C:21](=[O:23])[CH2:29][C:28](=[O:30])[CH:27]([CH3:31])[CH3:26])=[CH:8][CH:7]=1)(=[O:18])[C:12]1[CH:13]=[CH:14][CH:15]=[CH:16][CH:17]=1. The catalyst class is: 1. (8) Reactant: [OH:1][CH2:2][C:3]1[C:8]([OH:9])=[CH:7][CH:6]=[C:5]([CH3:10])[N:4]=1.C([O-])([O-])=O.[K+].[K+].Br[CH:18]([CH3:20])[CH3:19].O. Product: [CH3:10][C:5]1[N:4]=[C:3]([CH2:2][OH:1])[C:8]([O:9][CH:18]([CH3:20])[CH3:19])=[CH:7][CH:6]=1. The catalyst class is: 3. (9) Reactant: [H-].[Na+].[OH:3][C@@H:4]([CH2:9][O:10][CH:11]([CH3:13])[CH3:12])[C:5]([O:7][CH3:8])=[O:6].Cl[C:15]1[N:20]=[CH:19][N:18]=[C:17]2[N:21]([C:24]3[C:29]([CH3:30])=[CH:28][CH:27]=[CH:26][N:25]=3)[N:22]=[CH:23][C:16]=12.Cl. Product: [CH:11]([O:10][CH2:9][C@H:4]([O:3][C:15]1[N:20]=[CH:19][N:18]=[C:17]2[N:21]([C:24]3[C:29]([CH3:30])=[CH:28][CH:27]=[CH:26][N:25]=3)[N:22]=[CH:23][C:16]=12)[C:5]([O:7][CH3:8])=[O:6])([CH3:13])[CH3:12]. The catalyst class is: 1. (10) Reactant: [C:1]1([C:7]2[N:11]=[C:10]([N:12]3[CH2:17][CH2:16][NH:15][CH2:14][CH2:13]3)[S:9][N:8]=2)[CH:6]=[CH:5][CH:4]=[CH:3][CH:2]=1.C(N(CC)CC)C.[F:25][C:26]([F:37])([F:36])[C:27]1[CH:32]=[CH:31][CH:30]=[CH:29][C:28]=1[N:33]=[C:34]=[O:35]. The catalyst class is: 7. Product: [C:1]1([C:7]2[N:11]=[C:10]([N:12]3[CH2:17][CH2:16][N:15]([C:34]([NH:33][C:28]4[CH:29]=[CH:30][CH:31]=[CH:32][C:27]=4[C:26]([F:25])([F:36])[F:37])=[O:35])[CH2:14][CH2:13]3)[S:9][N:8]=2)[CH:2]=[CH:3][CH:4]=[CH:5][CH:6]=1.